From a dataset of Reaction yield outcomes from USPTO patents with 853,638 reactions. Predict the reaction yield, written as a fraction of the theoretical maximum amount of product (1.0 means a 100% yield; for example, 0.34 means a 34% yield). (1) The reactants are [CH:1]1[CH:2]=[CH:3][C:4]([C:7]2[N:8]=[C:9](Cl)[CH:10]=[C:11]([Cl:13])[N:12]=2)=[CH:5][CH:6]=1.[NH2:15][C:16]1[CH:20]=[C:19]([CH3:21])[NH:18][N:17]=1.C(N(CC)C(C)C)(C)C.[I-].[Na+]. The catalyst is C(O)CCC. The product is [Cl:13][C:11]1[N:12]=[C:7]([C:4]2[CH:5]=[CH:6][CH:1]=[CH:2][CH:3]=2)[N:8]=[C:9]([NH:15][C:16]2[NH:17][N:18]=[C:19]([CH3:21])[CH:20]=2)[CH:10]=1. The yield is 0.290. (2) The reactants are [CH3:1][O:2][C:3]1[CH:4]=[C:5]2[C:10](=[CH:11][C:12]=1[O:13][CH2:14][CH2:15][O:16][CH3:17])[N:9]=[CH:8][N:7]=[C:6]2[O:18][C:19]1[CH:20]=[C:21]([CH:23]=[CH:24][CH:25]=1)[NH2:22].[C:26]([C:30]1[CH:31]=[C:32]([NH:36][C:37](=O)[O:38]C2C=CC=CC=2)[CH:33]=[CH:34][CH:35]=1)([CH3:29])([CH3:28])[CH3:27]. No catalyst specified. The product is [C:26]([C:30]1[CH:31]=[C:32]([NH:36][C:37]([NH:22][C:21]2[CH:23]=[CH:24][CH:25]=[C:19]([O:18][C:6]3[C:5]4[C:10](=[CH:11][C:12]([O:13][CH2:14][CH2:15][O:16][CH3:17])=[C:3]([O:2][CH3:1])[CH:4]=4)[N:9]=[CH:8][N:7]=3)[CH:20]=2)=[O:38])[CH:33]=[CH:34][CH:35]=1)([CH3:29])([CH3:27])[CH3:28]. The yield is 0.480. (3) The reactants are [CH2:1]([O:8][C:9]1[CH:14]=[CH:13][C:12]([C:15]2[N:20]=[CH:19][N:18]=[C:17]([N:21]([C:29]3[CH:34]=[CH:33][CH:32]=[C:31](O)[CH:30]=3)[C@H](C(OCC)=O)C)[CH:16]=2)=[CH:11][CH:10]=1)[C:2]1[CH:7]=[CH:6][CH:5]=[CH:4][CH:3]=1.Cl.Cl[CH2:38][CH2:39]N(C)C.[C:43](=[O:46])([O-])[O-:44].[K+].[K+].[CH3:49][N:50]([CH:52]=O)[CH3:51]. No catalyst specified. The product is [CH2:1]([O:8][C:9]1[CH:14]=[CH:13][C:12]([C:15]2[N:20]=[CH:19][N:18]=[C:17]([NH:21][C@H:29]([C:43]([O:44][CH2:38][CH3:39])=[O:46])[CH2:30][C:31]3[CH:32]=[CH:33][CH:34]=[C:1]([O:8][CH2:9][CH2:52][N:50]([CH3:49])[CH3:51])[CH:2]=3)[CH:16]=2)=[CH:11][CH:10]=1)[C:2]1[CH:7]=[CH:6][CH:5]=[CH:4][CH:3]=1. The yield is 0.590. (4) The yield is 0.845. The product is [CH2:8]([C:7]1[C:3]2[S:4][CH:5]=[CH:6][C:2]=2[S:26][C:27]=1[C:28]([O:30][CH2:31][CH3:32])=[O:29])[CH2:9][CH2:10][CH2:11][CH2:12][CH3:13]. The reactants are Br[C:2]1[CH:6]=[CH:5][S:4][C:3]=1[CH2:7][C:8](=O)[CH2:9][CH2:10][CH2:11][CH2:12][CH3:13].C([O-])([O-])=O.[K+].[K+].CN(C)C=O.[SH:26][CH2:27][C:28]([O:30][CH2:31][CH3:32])=[O:29]. The catalyst is C1OCCOCCOCCOCCOCCOC1.O.